From a dataset of Full USPTO retrosynthesis dataset with 1.9M reactions from patents (1976-2016). Predict the reactants needed to synthesize the given product. (1) The reactants are: [CH3:1][C:2]1([CH3:26])[N:11]([NH:12]C(=O)C)[C:10](=[O:16])[C:9]2[S:8][C:7]3[CH:17]=[C:18]([O:21][C:22]([F:25])([F:24])[F:23])[CH:19]=[CH:20][C:6]=3[NH:5][C:4]=2[CH2:3]1.Cl. Given the product [NH2:12][N:11]1[C:2]([CH3:1])([CH3:26])[CH2:3][C:4]2[NH:5][C:6]3[CH:20]=[CH:19][C:18]([O:21][C:22]([F:25])([F:24])[F:23])=[CH:17][C:7]=3[S:8][C:9]=2[C:10]1=[O:16], predict the reactants needed to synthesize it. (2) Given the product [CH3:1][O:2][C:3]1[CH:15]=[C:14]([O:16][CH3:17])[CH:13]=[CH:12][C:4]=1[CH2:5][N:6]([C:7]1[S:11][N:10]=[CH:9][N:8]=1)[S:43]([C:39]1[CH:40]=[C:41]([I:42])[C:36]([F:35])=[CH:37][CH:38]=1)(=[O:45])=[O:44], predict the reactants needed to synthesize it. The reactants are: [CH3:1][O:2][C:3]1[CH:15]=[C:14]([O:16][CH3:17])[CH:13]=[CH:12][C:4]=1[CH2:5][NH:6][C:7]1[S:11][N:10]=[CH:9][N:8]=1.[CH3:1][O:2][C:3]1[CH:15]=[C:14]([O:16][CH3:17])[CH:13]=[CH:12][C:4]=1[CH2:5][NH:6][C:7]1[S:11][N:10]=[CH:9][N:8]=1.[F:35][C:36]1[C:41]([I:42])=[CH:40][C:39]([S:43](Cl)(=[O:45])=[O:44])=[CH:38][CH:37]=1. (3) Given the product [CH2:1]([O:3][C:4]([C:5]1[C:29]2[C:30](=[CH:31][C:26]([Cl:25])=[C:27]([OH:33])[CH:28]=2)[N:13]([C:14]2[CH:19]=[CH:18][C:17]([C:20]([CH3:22])([CH3:21])[CH3:23])=[CH:16][CH:15]=2)[C:6]=1[CH2:7][C:8]([O:10][CH2:11][CH3:12])=[O:9])=[O:24])[CH3:2], predict the reactants needed to synthesize it. The reactants are: [CH2:1]([O:3][C:4](=[O:24])[CH:5]=[C:6]([NH:13][C:14]1[CH:19]=[CH:18][C:17]([C:20]([CH3:23])([CH3:22])[CH3:21])=[CH:16][CH:15]=1)[CH2:7][C:8]([O:10][CH2:11][CH3:12])=[O:9])[CH3:2].[Cl:25][C:26]1[C:27](=[O:33])[CH:28]=[CH:29][C:30](=O)[CH:31]=1. (4) Given the product [CH3:1][O:2][C:3]1[CH:4]=[CH:5][C:6]([CH2:7][N:8]2[CH:12]=[C:11]3[C:13](=[O:19])[CH2:14][CH2:15][CH2:16][CH:21]=[CH:20][C:10]3=[N:9]2)=[CH:22][CH:23]=1, predict the reactants needed to synthesize it. The reactants are: [CH3:1][O:2][C:3]1[CH:23]=[CH:22][C:6]([CH2:7][N:8]2[CH:12]=[C:11]([C:13](=[O:19])[CH2:14][CH2:15][CH2:16]C=C)[C:10]([CH:20]=[CH2:21])=[N:9]2)=[CH:5][CH:4]=1. (5) Given the product [O:1]=[C:2]1[NH:6][C:5](=[O:7])[CH:4]([CH2:8][C:9]2[CH:21]=[CH:20][C:12]([O:13][CH2:14][C:15]([OH:17])=[O:16])=[CH:11][CH:10]=2)[S:3]1, predict the reactants needed to synthesize it. The reactants are: [O:1]=[C:2]1[NH:6][C:5](=[O:7])[CH:4]([CH2:8][C:9]2[CH:21]=[CH:20][C:12]([O:13][CH2:14][C:15]([O:17]CC)=[O:16])=[CH:11][CH:10]=2)[S:3]1.C([O-])([O-])=O.[Na+].[Na+]. (6) Given the product [CH3:9][C:4]1[CH:5]=[CH:6][C:7]2[N:8]=[C:11]([NH:10][C@H:13]3[C:22]4[C:17](=[CH:18][CH:19]=[CH:20][CH:21]=4)[CH2:16][CH2:15][CH2:14]3)[NH:1][C:2]=2[CH:3]=1, predict the reactants needed to synthesize it. The reactants are: [NH2:1][C:2]1[CH:3]=[C:4]([CH3:9])[CH:5]=[CH:6][C:7]=1[NH2:8].[N:10]([C@H:13]1[C:22]2[C:17](=[CH:18][CH:19]=[CH:20][CH:21]=2)[CH2:16][CH2:15][CH2:14]1)=[C:11]=S. (7) Given the product [CH2:9]([O:11][C:12]1[CH:17]=[CH:16][CH:15]=[CH:14][C:13]=1[N:18]1[C:19](=[O:24])[CH2:20][CH:21]([N:7]([OH:8])[C:1]2[CH:6]=[CH:5][CH:4]=[CH:3][CH:2]=2)[C:22]1=[O:23])[CH3:10], predict the reactants needed to synthesize it. The reactants are: [C:1]1([NH:7][OH:8])[CH:6]=[CH:5][CH:4]=[CH:3][CH:2]=1.[CH2:9]([O:11][C:12]1[CH:17]=[CH:16][CH:15]=[CH:14][C:13]=1[N:18]1[C:22](=[O:23])[CH:21]=[CH:20][C:19]1=[O:24])[CH3:10].